Dataset: Forward reaction prediction with 1.9M reactions from USPTO patents (1976-2016). Task: Predict the product of the given reaction. (1) Given the reactants [CH:1]1[C:10]2[C:5](=[CH:6][CH:7]=[CH:8][CH:9]=2)[CH:4]=[CH:3][C:2]=1[C:11]1[C:12]([C:18]2[CH:23]=[CH:22][N:21]=[CH:20][CH:19]=2)=[CH:13][C:14](=O)[NH:15][N:16]=1.O=P(Cl)(Cl)[Cl:26], predict the reaction product. The product is: [Cl:26][C:14]1[N:15]=[N:16][C:11]([C:2]2[CH:3]=[CH:4][C:5]3[C:10](=[CH:9][CH:8]=[CH:7][CH:6]=3)[CH:1]=2)=[C:12]([C:18]2[CH:23]=[CH:22][N:21]=[CH:20][CH:19]=2)[CH:13]=1. (2) Given the reactants [C:1]([O:5][C:6](=[O:33])[N:7]([C@@H:21]([C:23]1[C:32]2[C:27](=[CH:28][CH:29]=[CH:30][CH:31]=2)[CH:26]=[CH:25][CH:24]=1)[CH3:22])[CH2:8][CH:9]1[CH2:14][CH2:13][NH:12][CH2:11][CH:10]1[C:15]1[CH:20]=[CH:19][CH:18]=[CH:17][CH:16]=1)([CH3:4])([CH3:3])[CH3:2].[Cl:34][C:35]1[CH:36]=[C:37]([CH:42]=[C:43](Cl)[N:44]=1)[C:38]([O:40][CH3:41])=[O:39].P([O-])([O-])([O-])=O.[K+].[K+].[K+].CC(N(C)C)=O, predict the reaction product. The product is: [C:1]([O:5][C:6]([N:7]([CH2:8][CH:9]1[CH2:14][CH2:13][N:12]([C:43]2[CH:42]=[C:37]([CH:36]=[C:35]([Cl:34])[N:44]=2)[C:38]([O:40][CH3:41])=[O:39])[CH2:11][CH:10]1[C:15]1[CH:16]=[CH:17][CH:18]=[CH:19][CH:20]=1)[C@@H:21]([C:23]1[C:32]2[C:27](=[CH:28][CH:29]=[CH:30][CH:31]=2)[CH:26]=[CH:25][CH:24]=1)[CH3:22])=[O:33])([CH3:2])([CH3:3])[CH3:4]. (3) The product is: [C:7]([CH:4]1[CH2:5][CH2:6][N:1]([C:26](=[O:28])[C@H:22]([NH:21][C:19]([C:58]2[C:56]3[C:55](=[N:54][CH:53]=[C:52]([C:50]4[CH:49]=[N:48][N:47]([CH2:45][CH3:46])[CH:51]=4)[N:57]=3)[NH:60][CH:59]=2)=[O:20])[CH:23]2[CH2:24][CH2:25]2)[CH2:2][CH2:3]1)#[N:8]. Given the reactants [NH:1]1[CH2:6][CH2:5][CH:4]([C:7]#[N:8])[CH2:3][CH2:2]1.N1CCCC1.CC(O[C:19]([NH:21][C@@H:22]([C:26]([OH:28])=O)[CH:23]1[CH2:25][CH2:24]1)=[O:20])(C)C.C(N[C@@H](C(O)=O)C(C)(C)C)(OC(C)(C)C)=O.[CH2:45]([N:47]1[CH:51]=[C:50]([C:52]2[N:57]=[C:56]3[C:58](C(O)=O)=[CH:59][N:60](COCC[Si](C)(C)C)[C:55]3=[N:54][CH:53]=2)[CH:49]=[N:48]1)[CH3:46].C1(C2N=C3C(C(O)=O)=CN(COCC[Si](C)(C)C)C3=NC=2)CC1.FC(F)(F)C(O)=O, predict the reaction product. (4) Given the reactants [Br:1]C1N2N=CN=C2C(NC2C=[CH:16][C:15]([N:18]3[CH2:23][C@H:22]4[CH2:24][C@@H:19]3[CH2:20][N:21]4C(C)C)=[CH:14]C=2)=NC=1.CC1OCCC1.NC(C1OC=C(B(O)O)C=1)=O, predict the reaction product. The product is: [BrH:1].[BrH:1].[CH:15]([N:18]1[CH2:23][C@H:22]2[CH2:24][C@@H:19]1[CH2:20][NH:21]2)([CH3:16])[CH3:14].